Dataset: Reaction yield outcomes from USPTO patents with 853,638 reactions. Task: Predict the reaction yield, written as a fraction of the theoretical maximum amount of product (1.0 means a 100% yield; for example, 0.34 means a 34% yield). (1) The reactants are Cl[C:2]1[N:7]=[C:6]([N:8]2[CH2:13][CH2:12][O:11][CH2:10][CH2:9]2)[N:5]=[C:4]([N:14]2[CH2:20][CH:19]3[O:21][CH:16]([CH2:17][CH2:18]3)[CH2:15]2)[N:3]=1.C(=O)([O-])[O-].[Na+].[Na+].[NH2:28][C:29]1[CH:34]=[CH:33][C:32](B2OC(C)(C)C(C)(C)O2)=[CH:31][CH:30]=1. The catalyst is C1C=CC([P]([Pd]([P](C2C=CC=CC=2)(C2C=CC=CC=2)C2C=CC=CC=2)([P](C2C=CC=CC=2)(C2C=CC=CC=2)C2C=CC=CC=2)[P](C2C=CC=CC=2)(C2C=CC=CC=2)C2C=CC=CC=2)(C2C=CC=CC=2)C2C=CC=CC=2)=CC=1.COCCOC. The product is [N:8]1([C:6]2[N:5]=[C:4]([N:14]3[CH2:20][CH:19]4[O:21][CH:16]([CH2:17][CH2:18]4)[CH2:15]3)[N:3]=[C:2]([C:32]3[CH:33]=[CH:34][C:29]([NH2:28])=[CH:30][CH:31]=3)[N:7]=2)[CH2:13][CH2:12][O:11][CH2:10][CH2:9]1. The yield is 0.590. (2) The reactants are [F:1][C:2]([F:27])([F:26])[S:3]([N:6]1[CH2:11][CH2:10][CH:9]([CH2:12][N:13]2[C:21]3[N:16]4[C:17](=[N:22][C:23]([CH3:24])=[C:15]4[C:14]2=[O:25])[CH:18]=[CH:19][CH:20]=3)[CH2:8][CH2:7]1)(=[O:5])=[O:4].[ClH:28]. The catalyst is CO. The product is [ClH:28].[F:27][C:2]([F:1])([F:26])[S:3]([N:6]1[CH2:11][CH2:10][CH:9]([CH2:12][N:13]2[C:21]3[N:16]4[C:17](=[N:22][C:23]([CH3:24])=[C:15]4[C:14]2=[O:25])[CH:18]=[CH:19][CH:20]=3)[CH2:8][CH2:7]1)(=[O:4])=[O:5]. The yield is 0.976. (3) The reactants are [OH:1][C:2]1[CH:7]=[CH:6][C:5]([CH2:8][C:9]([OH:11])=[O:10])=[CH:4][CH:3]=1.OS(O)(=O)=O.[CH3:17]O. No catalyst specified. The product is [OH:1][C:2]1[CH:3]=[CH:4][C:5]([CH2:8][C:9]([O:11][CH3:17])=[O:10])=[CH:6][CH:7]=1. The yield is 0.920. (4) The reactants are [F:1][C:2]1([F:56])[CH2:7][CH2:6][CH:5]([C:8]2[C:17]3[CH:16]([O:18][CH2:19][C:20]4[CH:25]=[CH:24][C:23]([O:26][CH3:27])=[CH:22][CH:21]=4)[CH2:15][C:14]([CH3:29])([CH3:28])[CH2:13][C:12]=3[N:11]=[C:10]([CH:30]3[CH2:35][CH2:34][N:33]([C:36]4[N:41]=[CH:40][C:39]([CH2:42][OH:43])=[CH:38][N:37]=4)[CH2:32][CH2:31]3)[C:9]=2[CH:44]([F:55])[C:45]2[CH:50]=[CH:49][C:48]([C:51]([F:54])([F:53])[F:52])=[CH:47][CH:46]=2)[CH2:4][CH2:3]1.[CH:57](N(C(C)C)CC)(C)[CH3:58].CS(Cl)(=O)=O.C(=O)([O-])O.[Na+]. The catalyst is ClCCl.C(O)C. The product is [F:56][C:2]1([F:1])[CH2:7][CH2:6][CH:5]([C:8]2[C:17]3[CH:16]([O:18][CH2:19][C:20]4[CH:21]=[CH:22][C:23]([O:26][CH3:27])=[CH:24][CH:25]=4)[CH2:15][C:14]([CH3:28])([CH3:29])[CH2:13][C:12]=3[N:11]=[C:10]([CH:30]3[CH2:31][CH2:32][N:33]([C:36]4[N:41]=[CH:40][C:39]([CH2:42][O:43][CH2:57][CH3:58])=[CH:38][N:37]=4)[CH2:34][CH2:35]3)[C:9]=2[CH:44]([F:55])[C:45]2[CH:46]=[CH:47][C:48]([C:51]([F:53])([F:52])[F:54])=[CH:49][CH:50]=2)[CH2:4][CH2:3]1. The yield is 0.850. (5) The reactants are [Cl:1][CH2:2][C:3]([O:5][C:6]1[CH:11]=[CH:10][C:9]([NH:12][C:13](=[O:15])[CH3:14])=[CH:8][CH:7]=1)=[O:4].[CH3:16][N:17]1[CH2:21][CH2:20][CH2:19][CH2:18]1. The catalyst is C(OCC)(=O)C. The product is [Cl-:1].[C:13]([NH:12][C:9]1[CH:10]=[CH:11][C:6]([O:5][C:3](=[O:4])[CH2:2][N+:17]2([CH3:16])[CH2:21][CH2:20][CH2:19][CH2:18]2)=[CH:7][CH:8]=1)(=[O:15])[CH3:14]. The yield is 0.970. (6) The reactants are [BH4-].[Na+].[C:3]12([CH2:13][CH2:14][N-:15][CH2:16][CH2:17][CH2:18][CH2:19][CH3:20])[CH2:12][CH:7]3[CH2:8][CH:9]([CH2:11][CH:5]([CH2:6]3)[CH2:4]1)[CH2:10]2.[OH2:21].[C:22]([O:25][CH2:26][CH3:27])(=O)[CH3:23].C[OH:29]. No catalyst specified. The product is [C:3]12([CH2:13][CH2:14][N:15]([CH2:16][CH2:17][CH2:18][CH2:19][CH3:20])[C:23](=[O:29])[CH2:22][O:25][CH2:26][CH2:27][OH:21])[CH2:10][CH:9]3[CH2:8][CH:7]([CH2:6][CH:5]([CH2:11]3)[CH2:4]1)[CH2:12]2. The yield is 0.220. (7) The reactants are B(Br)(Br)Br.C[C:6]1[C:7]([O:20][C:21]2[CH:26]=[CH:25][C:24]([O:27]C)=[C:23]([CH:29]([CH3:31])[CH3:30])[CH:22]=2)=[C:8]2[C:12](=[CH:13][C:14]=1[CH3:15])[NH:11][C:10]([P:16]([OH:19])(=[O:18])[OH:17])=[CH:9]2.Cl[CH2:33]Cl. No catalyst specified. The product is [CH3:33][C:7]1([O:20][C:21]2[CH:26]=[CH:25][C:24]([OH:27])=[C:23]([CH:29]([CH3:30])[CH3:31])[CH:22]=2)[CH:6]=[C:14]([CH3:15])[CH:13]=[C:12]2[C:8]1=[CH:9][C:10]([P:16]([OH:19])(=[O:18])[OH:17])=[N:11]2. The yield is 0.800.